Dataset: Forward reaction prediction with 1.9M reactions from USPTO patents (1976-2016). Task: Predict the product of the given reaction. Given the reactants C(OC([NH:8][CH:9]([C:14]1[CH:19]=[CH:18][C:17]([O:20][CH3:21])=[C:16]([O:22][CH2:23][CH3:24])[CH:15]=1)[CH2:10][CH:11]([OH:13])[CH3:12])=O)(C)(C)C.O1CCOCC1.C(Cl)[Cl:32], predict the reaction product. The product is: [ClH:32].[NH2:8][CH:9]([C:14]1[CH:19]=[CH:18][C:17]([O:20][CH3:21])=[C:16]([O:22][CH2:23][CH3:24])[CH:15]=1)[CH2:10][CH:11]([OH:13])[CH3:12].